From a dataset of NCI-60 drug combinations with 297,098 pairs across 59 cell lines. Regression. Given two drug SMILES strings and cell line genomic features, predict the synergy score measuring deviation from expected non-interaction effect. (1) Drug 1: C1C(C(OC1N2C=NC3=C(N=C(N=C32)Cl)N)CO)O. Drug 2: CC1=C(C(=O)C2=C(C1=O)N3CC4C(C3(C2COC(=O)N)OC)N4)N. Cell line: SF-539. Synergy scores: CSS=53.8, Synergy_ZIP=1.00, Synergy_Bliss=1.51, Synergy_Loewe=3.43, Synergy_HSA=5.29. (2) Drug 2: C1=CC=C(C(=C1)C(C2=CC=C(C=C2)Cl)C(Cl)Cl)Cl. Drug 1: CC1=C(C=C(C=C1)NC(=O)C2=CC=C(C=C2)CN3CCN(CC3)C)NC4=NC=CC(=N4)C5=CN=CC=C5. Synergy scores: CSS=5.95, Synergy_ZIP=-2.61, Synergy_Bliss=-2.67, Synergy_Loewe=-33.8, Synergy_HSA=-3.06. Cell line: NCI-H322M. (3) Drug 1: CC1=C(C(CCC1)(C)C)C=CC(=CC=CC(=CC(=O)O)C)C. Drug 2: CCCCC(=O)OCC(=O)C1(CC(C2=C(C1)C(=C3C(=C2O)C(=O)C4=C(C3=O)C=CC=C4OC)O)OC5CC(C(C(O5)C)O)NC(=O)C(F)(F)F)O. Cell line: BT-549. Synergy scores: CSS=35.9, Synergy_ZIP=5.65, Synergy_Bliss=4.91, Synergy_Loewe=-15.8, Synergy_HSA=2.99. (4) Drug 1: CC1=C(C(=O)C2=C(C1=O)N3CC4C(C3(C2COC(=O)N)OC)N4)N. Drug 2: C(CN)CNCCSP(=O)(O)O. Cell line: MCF7. Synergy scores: CSS=27.2, Synergy_ZIP=-7.04, Synergy_Bliss=-1.41, Synergy_Loewe=-56.8, Synergy_HSA=0.236.